Dataset: Catalyst prediction with 721,799 reactions and 888 catalyst types from USPTO. Task: Predict which catalyst facilitates the given reaction. (1) Reactant: [CH2:1]([O:8][C:9]1([C:22]([O:24]C)=[O:23])[CH2:14][CH2:13][N:12]([C:15]([O:17][C:18]([CH3:21])([CH3:20])[CH3:19])=[O:16])[CH2:11][CH2:10]1)[C:2]1[CH:7]=[CH:6][CH:5]=[CH:4][CH:3]=1.O.[OH-].[Li+].OS([O-])(=O)=O.[Na+]. Product: [C:18]([O:17][C:15]([N:12]1[CH2:11][CH2:10][C:9]([O:8][CH2:1][C:2]2[CH:7]=[CH:6][CH:5]=[CH:4][CH:3]=2)([C:22]([OH:24])=[O:23])[CH2:14][CH2:13]1)=[O:16])([CH3:21])([CH3:19])[CH3:20]. The catalyst class is: 24. (2) Reactant: [CH2:1]([O:4][C:5]1([CH3:34])[CH2:10][CH2:9][N:8]([C:11]2[N:16]3[N:17]=[C:18]([CH2:20]I)[CH:19]=[C:15]3[N:14]=[C:13]([CH3:22])[C:12]=2[C@H:23]([O:29][C:30]([CH3:33])([CH3:32])[CH3:31])[C:24]([O:26]CC)=[O:25])[CH2:7][CH2:6]1)[CH:2]=[CH2:3].[F:35][C:36]1[CH:37]=[CH:38][C:39]([O:44][C@H:45]([CH2:47][CH:48]=[CH2:49])[CH3:46])=[C:40]([CH2:42][OH:43])[CH:41]=1.[H-].[Na+]. Product: [CH2:1]([O:4][C:5]1([CH3:34])[CH2:6][CH2:7][N:8]([C:11]2[N:16]3[N:17]=[C:18]([CH2:20][O:43][CH2:42][C:40]4[CH:41]=[C:36]([F:35])[CH:37]=[CH:38][C:39]=4[O:44][C@H:45]([CH2:47][CH:48]=[CH2:49])[CH3:46])[CH:19]=[C:15]3[N:14]=[C:13]([CH3:22])[C:12]=2[C@H:23]([O:29][C:30]([CH3:32])([CH3:31])[CH3:33])[C:24]([OH:26])=[O:25])[CH2:9][CH2:10]1)[CH:2]=[CH2:3]. The catalyst class is: 31.